This data is from Peptide-MHC class II binding affinity with 134,281 pairs from IEDB. The task is: Regression. Given a peptide amino acid sequence and an MHC pseudo amino acid sequence, predict their binding affinity value. This is MHC class II binding data. The peptide sequence is GVLYVGSKTKEGVVH. The MHC is HLA-DQA10401-DQB10402 with pseudo-sequence HLA-DQA10401-DQB10402. The binding affinity (normalized) is 0.0411.